This data is from Peptide-MHC class I binding affinity with 185,985 pairs from IEDB/IMGT. The task is: Regression. Given a peptide amino acid sequence and an MHC pseudo amino acid sequence, predict their binding affinity value. This is MHC class I binding data. (1) The peptide sequence is QLFPELECF. The MHC is HLA-B39:01 with pseudo-sequence HLA-B39:01. The binding affinity (normalized) is 0.0847. (2) The peptide sequence is ETEQPTLDY. The MHC is HLA-B40:01 with pseudo-sequence HLA-B40:01. The binding affinity (normalized) is 0.0847. (3) The binding affinity (normalized) is 0.299. The MHC is HLA-B07:02 with pseudo-sequence HLA-B07:02. The peptide sequence is RGPYRAFVTI. (4) The peptide sequence is FMHIWLQAA. The MHC is HLA-A02:01 with pseudo-sequence HLA-A02:01. The binding affinity (normalized) is 0.594. (5) The binding affinity (normalized) is 0.0847. The peptide sequence is QKDINTPGY. The MHC is HLA-B44:02 with pseudo-sequence HLA-B44:02.